Dataset: Forward reaction prediction with 1.9M reactions from USPTO patents (1976-2016). Task: Predict the product of the given reaction. (1) Given the reactants Br[N:2]1C(=O)CC[C:3]1=O.[Br:9][C:10]1[CH:15]=[CH:14][C:13]([C:16]([CH3:20])([CH3:19])[C:17]#[N:18])=[CH:12][C:11]=1[CH3:21], predict the reaction product. The product is: [Br:9][C:10]1[CH:15]=[CH:14][C:13]([C:16]([CH3:19])([CH3:20])[C:17]#[N:18])=[CH:12][C:11]=1[CH2:21][C:3]#[N:2]. (2) The product is: [CH3:24][C:16]([NH:15][C:14]([C:12]1[S:11][C:10]2[NH:6][N:7]=[C:8]([NH:26][C:27](=[O:42])[C:28]3[CH:33]=[CH:32][CH:31]=[CH:30][C:29]=3[NH:34][C:35]([C:37]3[NH:38][CH:39]=[CH:40][CH:41]=3)=[O:36])[C:9]=2[CH:13]=1)=[O:25])([C:18]1[CH:23]=[CH:22][CH:21]=[CH:20][CH:19]=1)[CH3:17]. Given the reactants C(OC([N:6]1[C:10]2[S:11][C:12]([C:14](=[O:25])[NH:15][C:16]([CH3:24])([C:18]3[CH:23]=[CH:22][CH:21]=[CH:20][CH:19]=3)[CH3:17])=[CH:13][C:9]=2[C:8]([NH:26][C:27](=[O:42])[C:28]2[CH:33]=[CH:32][CH:31]=[CH:30][C:29]=2[NH:34][C:35]([C:37]2[NH:38][CH:39]=[CH:40][CH:41]=2)=[O:36])=[N:7]1)=O)C, predict the reaction product.